This data is from Full USPTO retrosynthesis dataset with 1.9M reactions from patents (1976-2016). The task is: Predict the reactants needed to synthesize the given product. (1) Given the product [O:2]=[C:3]1[CH:8]=[CH:7][NH:6][CH:5]=[C:4]1[CH2:9][N:10]1[CH2:15][CH2:14][CH:13]([CH2:16][CH2:17][C:18]2[CH:23]=[CH:22][CH:21]=[C:20]3[O:27][CH2:28][O:30][C:19]=23)[CH2:12][CH2:11]1, predict the reactants needed to synthesize it. The reactants are: C[O:2][C:3]1[CH:8]=[CH:7][N:6]=[CH:5][C:4]=1[CH2:9][N:10]1[CH2:15][CH2:14][CH:13]([CH2:16][CH2:17][C:18]2[CH:23]=[CH:22][CH:21]=[CH:20][C:19]=2C)[CH2:12][CH2:11]1.Cl.C[OH:27].[CH2:28]([OH:30])C. (2) Given the product [N:15]1[C:16]2[NH:17][CH2:18][CH2:19][CH2:20][C:21]=2[CH:22]=[CH:23][C:14]=1[CH2:13][CH2:12][CH2:11][CH2:10][C:2](=[O:1])/[CH:3]=[CH:32]/[C:29]1[CH:30]=[N:31][C:26]([C:25]([F:35])([F:24])[F:34])=[N:27][CH:28]=1, predict the reactants needed to synthesize it. The reactants are: [O:1]=[C:2]([CH2:10][CH2:11][CH2:12][CH2:13][C:14]1[CH:23]=[CH:22][C:21]2[CH2:20][CH2:19][CH2:18][NH:17][C:16]=2[N:15]=1)[CH2:3]P(=O)(OC)OC.[F:24][C:25]([F:35])([F:34])[C:26]1[N:31]=[CH:30][C:29]([CH:32]=O)=[CH:28][N:27]=1.CC([O-])(C)C.[K+]. (3) Given the product [F:21][C:3]([F:2])([F:20])[C:4]1[CH:5]=[C:6]([CH:14]2[CH2:19][CH2:18][N:17]([C:38]([C:35]3[C:32]4[CH2:33][CH2:34][N:29]([C:27]([O:26][C:22]([CH3:25])([CH3:24])[CH3:23])=[O:28])[CH2:30][C:31]=4[NH:37][N:36]=3)=[O:39])[CH2:16][CH2:15]2)[CH:7]=[C:8]([C:10]([F:12])([F:13])[F:11])[CH:9]=1, predict the reactants needed to synthesize it. The reactants are: Cl.[F:2][C:3]([F:21])([F:20])[C:4]1[CH:5]=[C:6]([CH:14]2[CH2:19][CH2:18][NH:17][CH2:16][CH2:15]2)[CH:7]=[C:8]([C:10]([F:13])([F:12])[F:11])[CH:9]=1.[C:22]([O:26][C:27]([N:29]1[CH2:34][CH2:33][C:32]2[C:35]([C:38](O)=[O:39])=[N:36][NH:37][C:31]=2[CH2:30]1)=[O:28])([CH3:25])([CH3:24])[CH3:23].C(N(C(C)C)CC)(C)C.CCN=C=NCCCN(C)C.C1C=CC2N(O)N=NC=2C=1. (4) Given the product [CH2:9]([N:6]1[CH2:5][CH2:4][CH:3]([CH2:2][NH:1][C:23]([O:22][C:18]([CH3:21])([CH3:20])[CH3:19])=[O:24])[CH2:8][CH2:7]1)[C:10]1[CH:15]=[CH:14][CH:13]=[CH:12][CH:11]=1, predict the reactants needed to synthesize it. The reactants are: [NH2:1][CH2:2][CH:3]1[CH2:8][CH2:7][N:6]([CH2:9][C:10]2[CH:15]=[CH:14][CH:13]=[CH:12][CH:11]=2)[CH2:5][CH2:4]1.[OH-].[K+].[C:18]([O:22][C:23](O[C:23]([O:22][C:18]([CH3:21])([CH3:20])[CH3:19])=[O:24])=[O:24])([CH3:21])([CH3:20])[CH3:19]. (5) Given the product [Cl:30][C:27]1[CH:28]=[CH:29][C:24]([O:23][C:20]2[CH:19]=[CH:18][C:17]([CH2:16][CH2:15][O:14][C:11]3[NH:12][CH:13]=[C:8]([CH2:7][C:6]4[O:36][C:1]([CH3:2])=[N:4][N:5]=4)[C:9](=[O:35])[N:10]=3)=[CH:22][CH:21]=2)=[CH:25][C:26]=1[C:31]([F:34])([F:32])[F:33], predict the reactants needed to synthesize it. The reactants are: [C:1]([NH:4][NH:5][C:6](=[O:36])[CH2:7][C:8]1[C:9](=[O:35])[N:10]=[C:11]([O:14][CH2:15][CH2:16][C:17]2[CH:22]=[CH:21][C:20]([O:23][C:24]3[CH:29]=[CH:28][C:27]([Cl:30])=[C:26]([C:31]([F:34])([F:33])[F:32])[CH:25]=3)=[CH:19][CH:18]=2)[NH:12][CH:13]=1)(=O)[CH3:2].CC[N+](S(N=C(OC)[O-])(=O)=O)(CC)CC. (6) Given the product [Cl:1][C:2]1[CH:7]=[CH:6][CH:5]=[C:4]([F:8])[C:3]=1[N:9]=[C:17]=[S:25], predict the reactants needed to synthesize it. The reactants are: [Cl:1][C:2]1[CH:7]=[CH:6][CH:5]=[C:4]([F:8])[C:3]=1[NH2:9].N1C=CC=CC=1O[C:17](=[S:25])OC1C=CC=CN=1.